From a dataset of Full USPTO retrosynthesis dataset with 1.9M reactions from patents (1976-2016). Predict the reactants needed to synthesize the given product. (1) Given the product [C:2]([CH:10]1[O:15][CH2:14][CH2:13][N:12]([C:17]2[N:22]([CH3:23])[C:21](=[O:24])[CH:20]=[C:19]([C:25]3[CH:26]=[CH:27][N:28]=[CH:29][CH:30]=3)[N:18]=2)[CH2:11]1)(=[O:9])[C:3]1[CH:4]=[CH:5][CH:6]=[CH:7][CH:8]=1, predict the reactants needed to synthesize it. The reactants are: Cl.[C:2]([CH:10]1[O:15][CH2:14][CH2:13][NH:12][CH2:11]1)(=[O:9])[C:3]1[CH:8]=[CH:7][CH:6]=[CH:5][CH:4]=1.Cl[C:17]1[N:22]([CH3:23])[C:21](=[O:24])[CH:20]=[C:19]([C:25]2[CH:30]=[CH:29][N:28]=[CH:27][CH:26]=2)[N:18]=1.C(N(CC)CC)C. (2) Given the product [C:20]([O:17][CH2:16][C:12]1[CH:13]=[CH:14][C:15]2[C@H:6]([NH:5][C:3](=[O:4])[C:2]([F:18])([F:19])[F:1])[CH2:7][CH2:8][CH2:9][C:10]=2[CH:11]=1)(=[O:22])[CH3:21], predict the reactants needed to synthesize it. The reactants are: [F:1][C:2]([F:19])([F:18])[C:3]([NH:5][C@H:6]1[C:15]2[C:10](=[CH:11][C:12]([CH2:16][OH:17])=[CH:13][CH:14]=2)[CH2:9][CH2:8][CH2:7]1)=[O:4].[C:20](OC(=O)C)(=[O:22])[CH3:21].C(N(CC)CC)C.